Dataset: Forward reaction prediction with 1.9M reactions from USPTO patents (1976-2016). Task: Predict the product of the given reaction. (1) Given the reactants Br[C:2]1[CH:7]=[C:6]([N+:8]([O-:10])=[O:9])[C:5]([NH:11][C:12](=[O:14])[CH3:13])=[C:4]([CH3:15])[CH:3]=1.[CH2:16]([O:18][C:19]([C:21]1[CH:22]=[C:23](B(O)O)[CH:24]=[CH:25][CH:26]=1)=[O:20])[CH3:17], predict the reaction product. The product is: [C:12]([NH:11][C:5]1[C:6]([N+:8]([O-:10])=[O:9])=[CH:7][C:2]([C:23]2[CH:24]=[CH:25][CH:26]=[C:21]([C:19]([O:18][CH2:16][CH3:17])=[O:20])[CH:22]=2)=[CH:3][C:4]=1[CH3:15])(=[O:14])[CH3:13]. (2) The product is: [Cl:28][C:23]1[CH:22]=[C:21]([NH:20][C:11]2[C:10]3[C:15](=[CH:16][C:17]([O:18][CH3:19])=[C:8]([NH:7][C:5](=[O:6])/[CH:4]=[CH:3]/[CH2:2][N:32]4[CH2:33][CH2:34][O:29][CH:30]5[CH2:38][CH2:37][CH2:36][CH2:35][CH:31]45)[CH:9]=3)[N:14]=[CH:13][N:12]=2)[CH:26]=[CH:25][C:24]=1[F:27]. Given the reactants Br[CH2:2]/[CH:3]=[CH:4]/[C:5]([NH:7][C:8]1[CH:9]=[C:10]2[C:15](=[CH:16][C:17]=1[O:18][CH3:19])[N:14]=[CH:13][N:12]=[C:11]2[NH:20][C:21]1[CH:26]=[CH:25][C:24]([F:27])=[C:23]([Cl:28])[CH:22]=1)=[O:6].[O:29]1[CH2:34][CH2:33][NH:32][CH:31]2[CH2:35][CH2:36][CH2:37][CH2:38][CH:30]12.CCN(C(C)C)C(C)C.O, predict the reaction product. (3) Given the reactants [C:1]([O:5][C:6]([N:8]1[CH2:13][CH2:12][CH:11]([C:14](=[O:27])[CH2:15][CH2:16][CH2:17][C:18]2[CH:23]=[CH:22][C:21]([S:24][CH3:25])=[C:20]([F:26])[CH:19]=2)[CH2:10][CH2:9]1)=[O:7])([CH3:4])([CH3:3])[CH3:2].[BH4-].[Na+], predict the reaction product. The product is: [C:1]([O:5][C:6]([N:8]1[CH2:13][CH2:12][CH:11]([CH:14]([OH:27])[CH2:15][CH2:16][CH2:17][C:18]2[CH:23]=[CH:22][C:21]([S:24][CH3:25])=[C:20]([F:26])[CH:19]=2)[CH2:10][CH2:9]1)=[O:7])([CH3:4])([CH3:2])[CH3:3]. (4) Given the reactants [NH3:1].C(=O)=O.CC(C)=O.[CH2:9]([O:16][C:17]1[CH:18]=[C:19]([C:23]2[N:24]=[C:25]([C:33]([CH3:36])([CH3:35])[CH3:34])[N:26]3[CH:31]=[CH:30][N:29]=[C:28](Cl)[C:27]=23)[CH:20]=[CH:21][CH:22]=1)[C:10]1[CH:15]=[CH:14][CH:13]=[CH:12][CH:11]=1, predict the reaction product. The product is: [CH2:9]([O:16][C:17]1[CH:18]=[C:19]([C:23]2[N:24]=[C:25]([C:33]([CH3:36])([CH3:35])[CH3:34])[N:26]3[CH:31]=[CH:30][N:29]=[C:28]([NH2:1])[C:27]=23)[CH:20]=[CH:21][CH:22]=1)[C:10]1[CH:15]=[CH:14][CH:13]=[CH:12][CH:11]=1. (5) Given the reactants [F:1][C:2]1[CH:7]=[CH:6][C:5]([CH:8]([OH:29])[CH:9]([NH:21]C(=O)OC(C)(C)C)[CH2:10][C:11]2[CH:16]=[CH:15][C:14]([C:17]([F:20])([F:19])[F:18])=[CH:13][CH:12]=2)=[CH:4][CH:3]=1.C(O)C.[ClH:33], predict the reaction product. The product is: [ClH:33].[F:1][C:2]1[CH:3]=[CH:4][C:5]([CH:8]([OH:29])[CH:9]([NH2:21])[CH2:10][C:11]2[CH:16]=[CH:15][C:14]([C:17]([F:20])([F:19])[F:18])=[CH:13][CH:12]=2)=[CH:6][CH:7]=1. (6) Given the reactants N1C=CC=CC=1.[C:7]([O:11][C:12](=[O:36])[NH:13][CH2:14][CH2:15][O:16][C:17]1[CH:22]=[CH:21][CH:20]=[C:19]([C:23]([NH:25][C:26]2[C:27]([CH3:35])=[CH:28][N:29]3[C:34]=2[CH:33]=[CH:32][CH:31]=[CH:30]3)=[O:24])[CH:18]=1)([CH3:10])([CH3:9])[CH3:8].Cl[C:38]([C:40]1[CH:41]=[CH:42][C:43]([NH:56][C:57](=[O:62])[C:58]([F:61])([F:60])[F:59])=[C:44]([CH:55]=1)[C:45]([O:47][CH2:48][C:49]1[CH:54]=[CH:53][CH:52]=[CH:51][CH:50]=1)=[O:46])=[O:39], predict the reaction product. The product is: [C:7]([O:11][C:12]([NH:13][CH2:14][CH2:15][O:16][C:17]1[CH:18]=[C:19]([CH:20]=[CH:21][CH:22]=1)[C:23]([NH:25][C:26]1[C:27]([CH3:35])=[C:28]([C:38]([C:40]2[CH:41]=[CH:42][C:43]([NH:56][C:57](=[O:62])[C:58]([F:61])([F:59])[F:60])=[C:44]([CH:55]=2)[C:45]([O:47][CH2:48][C:49]2[CH:54]=[CH:53][CH:52]=[CH:51][CH:50]=2)=[O:46])=[O:39])[N:29]2[C:34]=1[CH:33]=[CH:32][CH:31]=[CH:30]2)=[O:24])=[O:36])([CH3:10])([CH3:9])[CH3:8].